Dataset: Forward reaction prediction with 1.9M reactions from USPTO patents (1976-2016). Task: Predict the product of the given reaction. (1) The product is: [NH2:61][C:52]1[N:51]=[C:50]([O:49][C@@H:45]([CH3:44])[CH2:46][CH2:47][CH3:48])[N:58]=[C:57]2[C:53]=1[N:54]=[C:55]([O:59][CH3:60])[N:56]2[CH2:63][CH2:64][CH2:65][CH:66]1[CH2:71][CH2:70][CH2:69][N:68]([C:72]([O:74][CH2:75][C:76]2[CH:77]=[CH:78][CH:79]=[CH:80][CH:81]=2)=[O:73])[CH2:67]1. Given the reactants NC1N=C(OCCCC)N=C2C=1N=C(OC)N2CCCC1CCCCN1C(OCC1C=CC=CC=1)=O.FC(F)(F)C(O)=O.[CH3:44][C@H:45]([O:49][C:50]1[N:58]=[C:57]2[C:53]([N:54]=[C:55]([O:59][CH3:60])[NH:56]2)=[C:52]([NH2:61])[N:51]=1)[CH2:46][CH2:47][CH3:48].Br[CH2:63][CH2:64][CH2:65][CH:66]1[CH2:71][CH2:70][CH2:69][N:68]([C:72]([O:74][CH2:75][C:76]2[CH:81]=[CH:80][CH:79]=[CH:78][CH:77]=2)=[O:73])[CH2:67]1, predict the reaction product. (2) Given the reactants Br[C:2]1[CH:7]=[CH:6][C:5]([C:8]2[N:9]([C:26]3[CH:31]=[CH:30][C:29]([Cl:32])=[CH:28][CH:27]=3)[C:10](=[O:25])[C:11]3[CH:16]=[N:15][N:14]([C:17]4[CH:22]=[CH:21][CH:20]=[C:19](SC)[CH:18]=4)[C:12]=3[N:13]=2)=[CH:4][CH:3]=1.[B:33]1([B:33]2[O:37][C:36]([CH3:39])([CH3:38])[C:35]([CH3:41])([CH3:40])[O:34]2)[O:37][C:36]([CH3:39])([CH3:38])[C:35]([CH3:41])([CH3:40])[O:34]1.C([O-])(=O)C.[K+].[CH3:56][N:57](C)C=O, predict the reaction product. The product is: [Cl:32][C:29]1[CH:28]=[CH:27][C:26]([N:9]2[C:10](=[O:25])[C:11]3[CH:16]=[N:15][N:14]([C:17]4[CH:18]=[C:19]([CH:20]=[CH:21][CH:22]=4)[C:56]#[N:57])[C:12]=3[N:13]=[C:8]2[C:5]2[CH:6]=[CH:7][C:2]([B:33]3[O:37][C:36]([CH3:39])([CH3:38])[C:35]([CH3:41])([CH3:40])[O:34]3)=[CH:3][CH:4]=2)=[CH:31][CH:30]=1. (3) Given the reactants [CH2:1]([O:3][C:4](=[O:21])[C:5]1[CH:10]=[CH:9][C:8]([NH:11][C:12]2[CH:17]=[CH:16][CH:15]=[C:14]([CH2:18][OH:19])[CH:13]=2)=[C:7]([NH2:20])[CH:6]=1)[CH3:2].[CH2:22](OC(OCC)OCC)C.C1(C)C=CC(S(O)(=O)=O)=CC=1, predict the reaction product. The product is: [CH2:1]([O:3][C:4]([C:5]1[CH:10]=[CH:9][C:8]2[N:11]([C:12]3[CH:17]=[CH:16][CH:15]=[C:14]([CH2:18][OH:19])[CH:13]=3)[CH:22]=[N:20][C:7]=2[CH:6]=1)=[O:21])[CH3:2]. (4) Given the reactants [C:1]([N:8]1[CH2:13][CH2:12][CH2:11][CH2:10][CH:9]1[CH:14]=[CH:15][CH2:16][CH2:17][CH2:18][CH2:19][CH3:20])([O:3][C:4]([CH3:7])([CH3:6])[CH3:5])=[O:2], predict the reaction product. The product is: [C:1]([N:8]1[CH2:13][CH2:12][CH2:11][CH2:10][CH:9]1[CH2:14][CH2:15][CH2:16][CH2:17][CH2:18][CH2:19][CH3:20])([O:3][C:4]([CH3:7])([CH3:6])[CH3:5])=[O:2]. (5) Given the reactants O.[OH-].[Li+].[CH2:4]([C:8]1[CH:13]=[CH:12][C:11]([NH:14][C:15]([NH:17][C:18]2[C:19]([C:28]([NH:30][C@@H:31]([CH:36]3[CH2:41][CH2:40][CH2:39][CH2:38][CH2:37]3)[C:32]([O:34]C)=[O:33])=[O:29])=[CH:20][C:21]3[C:26]([CH:27]=2)=[CH:25][CH:24]=[CH:23][CH:22]=3)=[O:16])=[CH:10][CH:9]=1)[CH2:5][CH2:6][CH3:7].O.Cl, predict the reaction product. The product is: [CH2:4]([C:8]1[CH:13]=[CH:12][C:11]([NH:14][C:15]([NH:17][C:18]2[C:19]([C:28]([NH:30][C@@H:31]([CH:36]3[CH2:41][CH2:40][CH2:39][CH2:38][CH2:37]3)[C:32]([OH:34])=[O:33])=[O:29])=[CH:20][C:21]3[C:26]([CH:27]=2)=[CH:25][CH:24]=[CH:23][CH:22]=3)=[O:16])=[CH:10][CH:9]=1)[CH2:5][CH2:6][CH3:7]. (6) Given the reactants [Cl:1][C:2]1[C:3]([N:13]2[CH2:18][CH2:17][CH:16]([C:19]([OH:21])=O)[CH2:15][CH2:14]2)=[N:4][CH:5]=[C:6]([C:8]([O:10][CH2:11][CH3:12])=[O:9])[CH:7]=1.CCN=C=NCCCN(C)C.C1C=CC2N(O)N=NC=2C=1.[C:43]1([S:49]([NH2:52])(=[O:51])=[O:50])[CH:48]=[CH:47][CH:46]=[CH:45][CH:44]=1.CCN(C(C)C)C(C)C, predict the reaction product. The product is: [Cl:1][C:2]1[C:3]([N:13]2[CH2:14][CH2:15][CH:16]([C:19]([NH:52][S:49]([C:43]3[CH:48]=[CH:47][CH:46]=[CH:45][CH:44]=3)(=[O:51])=[O:50])=[O:21])[CH2:17][CH2:18]2)=[N:4][CH:5]=[C:6]([CH:7]=1)[C:8]([O:10][CH2:11][CH3:12])=[O:9]. (7) Given the reactants [NH2:1][C:2]1[N:3]=[C:4]([NH:17][CH:18]2[CH2:23]C[N:21]([C:24](=[O:32])[C:25]3[CH:30]=[CH:29][C:28](I)=[CH:27][CH:26]=3)[CH2:20][CH2:19]2)[S:5][C:6]=1[C:7]([C:9]1[C:14]([F:15])=[CH:13][CH:12]=[CH:11][C:10]=1[F:16])=[O:8].NC1N=C(NC2CCNC2)SC=1C(C1C(F)=CC=CC=1F)=O.[Br:55]C1C=CC(C(Cl)=O)=CC=1, predict the reaction product. The product is: [NH2:1][C:2]1[N:3]=[C:4]([NH:17][CH:18]2[CH2:19][CH2:20][N:21]([C:24](=[O:32])[C:25]3[CH:30]=[CH:29][C:28]([Br:55])=[CH:27][CH:26]=3)[CH2:23]2)[S:5][C:6]=1[C:7]([C:9]1[C:10]([F:16])=[CH:11][CH:12]=[CH:13][C:14]=1[F:15])=[O:8]. (8) Given the reactants Cl[C:2]1[CH:7]=[C:6]([O:8][CH2:9][C:10]#[CH:11])[N:5]=[CH:4][N:3]=1.C(=O)([O-])[O-].[K+].[K+].[F:18][C:19]1[CH:24]=[CH:23][CH:22]=[CH:21][C:20]=1[OH:25].[Cl-].[NH4+], predict the reaction product. The product is: [F:18][C:19]1[CH:24]=[CH:23][CH:22]=[CH:21][C:20]=1[O:25][C:2]1[CH:7]=[C:6]([O:8][CH2:9][C:10]#[CH:11])[N:5]=[CH:4][N:3]=1.